This data is from Full USPTO retrosynthesis dataset with 1.9M reactions from patents (1976-2016). The task is: Predict the reactants needed to synthesize the given product. (1) Given the product [CH:51]1[C:63]2[CH:62]([CH2:64][O:65][C:66](=[O:83])[NH:67][C:68]3[CH:73]=[CH:72][C:71]([NH:74][C:11]([C:10]4[C:9]([O:8][CH2:1][C:2]5[CH:3]=[CH:4][CH:5]=[CH:6][CH:7]=5)=[N:17][CH:16]=[CH:15][CH:14]=4)=[O:13])=[C:70]([O:75][CH2:76][C:77]4[CH:78]=[CH:79][CH:80]=[CH:81][CH:82]=4)[CH:69]=3)[C:61]3[C:56](=[CH:57][CH:58]=[CH:59][CH:60]=3)[C:55]=2[CH:54]=[CH:53][CH:52]=1, predict the reactants needed to synthesize it. The reactants are: [CH2:1]([O:8][C:9]1[N:17]=[CH:16][CH:15]=[CH:14][C:10]=1[C:11]([OH:13])=O)[C:2]1[CH:7]=[CH:6][CH:5]=[CH:4][CH:3]=1.F[P-](F)(F)(F)(F)F.N1(OC(N(C)C)=[N+](C)C)C2C=CC=CC=2N=N1.C(N(C(C)C)C(C)C)C.[CH:51]1[C:63]2[CH:62]([CH2:64][O:65][C:66](=[O:83])[NH:67][C:68]3[CH:73]=[CH:72][C:71]([NH2:74])=[C:70]([O:75][CH2:76][C:77]4[CH:82]=[CH:81][CH:80]=[CH:79][CH:78]=4)[CH:69]=3)[C:61]3[C:56](=[CH:57][CH:58]=[CH:59][CH:60]=3)[C:55]=2[CH:54]=[CH:53][CH:52]=1. (2) Given the product [F:1][C:2]1[CH:3]=[C:4]([C@@H:9]([NH:11][C:12](=[O:42])[C:13]2[CH:18]=[CH:17][CH:16]=[N:15][C:14]=2[NH:19][C@H:20]([C:36]2[CH:41]=[CH:40][CH:39]=[CH:38][CH:37]=2)[CH2:21][O:22][C:23]2[CH:24]=[CH:25][C:26]3[N:31]([CH3:32])[C:30](=[O:33])[NH:43][C:27]=3[CH:35]=2)[CH3:10])[CH:5]=[CH:6][C:7]=1[F:8], predict the reactants needed to synthesize it. The reactants are: [F:1][C:2]1[CH:3]=[C:4]([C@@H:9]([NH:11][C:12](=[O:42])[C:13]2[CH:18]=[CH:17][CH:16]=[N:15][C:14]=2[NH:19][C@H:20]([C:36]2[CH:41]=[CH:40][CH:39]=[CH:38][CH:37]=2)[CH2:21][O:22][C:23]2[CH:24]=[CH:25][C:26]3[N:31]([CH3:32])[C:30](=[O:33])OC(=O)[C:27]=3[CH:35]=2)[CH3:10])[CH:5]=[CH:6][C:7]=1[F:8].[N-:43]=[N+]=[N-].[Na+]. (3) Given the product [CH3:26][C:22]1[C:23]([N:24]=[C:10]=[O:14])=[CH:9][C:8]([N:27]=[C:28]=[O:29])=[CH:7][CH:6]=1.[CH2:10]([C:7]([CH2:6][OH:5])([CH2:28][OH:29])[CH2:8][CH3:9])[OH:13], predict the reactants needed to synthesize it. The reactants are: C([O:5][CH2:6][CH2:7][CH2:8][CH3:9])(=O)C=C.[C:10]([OH:14])(=[O:13])C=C.N([C:22]([CH3:26])(C)[C:23]#[N:24])=N[C:22](C)([CH3:26])[C:23]#[N:24].[N-:27]=[C:28]=[O:29]. (4) Given the product [N:49]1[C:58]2[C:53](=[CH:54][CH:55]=[CH:56][CH:57]=2)[CH:52]=[C:51]([C:59]2[CH:60]=[C:61]([NH:65][C:22]([C:17]3[C:18](=[O:21])[O:19][C:20]4[C:15]([CH:16]=3)=[CH:14][CH:13]=[CH:12][C:11]=4[OH:10])=[O:24])[CH:62]=[CH:63][CH:64]=2)[CH:50]=1, predict the reactants needed to synthesize it. The reactants are: CCN(C(C)C)C(C)C.[OH:10][C:11]1[CH:12]=[CH:13][CH:14]=[C:15]2[C:20]=1[O:19][C:18](=[O:21])[C:17]([C:22]([OH:24])=O)=[CH:16]2.CN(C(ON1N=NC2C=CC=NC1=2)=[N+](C)C)C.F[P-](F)(F)(F)(F)F.[N:49]1[C:58]2[C:53](=[CH:54][CH:55]=[CH:56][CH:57]=2)[CH:52]=[C:51]([C:59]2[CH:60]=[C:61]([NH2:65])[CH:62]=[CH:63][CH:64]=2)[CH:50]=1.